Task: Predict which catalyst facilitates the given reaction.. Dataset: Catalyst prediction with 721,799 reactions and 888 catalyst types from USPTO (1) Reactant: Br[C:2]1[CH:3]=[CH:4][C:5]2[N:6]([C:8]([C:11]3[CH:18]=[CH:17][C:14]([C:15]#[N:16])=[CH:13][CH:12]=3)=[CH:9][N:10]=2)[CH:7]=1.F[C:20]1[CH:25]=[C:24]([C:26]([N:28]2[CH2:33][CH2:32][N:31]([CH3:34])[CH2:30][CH2:29]2)=[O:27])[CH:23]=[CH:22][C:21]=1B(O)O.[O-]P([O-])([O-])=O.[K+].[K+].[K+].O1CCOC[CH2:47]1. Product: [CH3:47][C:20]1[CH:25]=[C:24]([C:26]([N:28]2[CH2:33][CH2:32][N:31]([CH3:34])[CH2:30][CH2:29]2)=[O:27])[CH:23]=[CH:22][C:21]=1[C:2]1[CH:3]=[CH:4][C:5]2[N:6]([C:8]([C:11]3[CH:18]=[CH:17][C:14]([C:15]#[N:16])=[CH:13][CH:12]=3)=[CH:9][N:10]=2)[CH:7]=1. The catalyst class is: 257. (2) Reactant: C(OC([N:8]1[CH2:12][C@@H:11]([CH2:13][N:14]([CH:31]([CH3:33])[CH3:32])[C:15](=[O:30])[C:16]2[CH:21]=[CH:20][C:19]([O:22][CH3:23])=[C:18]([O:24][CH2:25][CH2:26][CH2:27][O:28][CH3:29])[CH:17]=2)[C@H:10]([OH:34])[CH2:9]1)=O)(C)(C)C.Br[CH2:36][C:37]1[CH:42]=[CH:41][CH:40]=[C:39]([O:43][CH3:44])[CH:38]=1.CC#N.O. Product: [CH:31]([N:14]([CH2:13][C@H:11]1[C@H:10]([O:34][CH2:36][C:37]2[CH:42]=[CH:41][CH:40]=[C:39]([O:43][CH3:44])[CH:38]=2)[CH2:9][NH:8][CH2:12]1)[C:15](=[O:30])[C:16]1[CH:21]=[CH:20][C:19]([O:22][CH3:23])=[C:18]([O:24][CH2:25][CH2:26][CH2:27][O:28][CH3:29])[CH:17]=1)([CH3:32])[CH3:33]. The catalyst class is: 578. (3) Reactant: C(OC([N:8]1[CH2:13][CH2:12][N:11]([CH2:14][C:15]2[C:16]([C:37]3[CH:42]=[CH:41][CH:40]=[CH:39][CH:38]=3)=[N:17][C:18]3[C:23]([C:24]=2[C:25](=[O:35])[NH:26][CH:27]([CH:29]2[CH2:34][CH2:33][CH2:32][CH2:31][CH2:30]2)[CH3:28])=[CH:22][C:21]([F:36])=[CH:20][CH:19]=3)[C:10](=[O:43])[CH2:9]1)=O)(C)(C)C. Product: [CH:29]1([C@@H:27]([NH:26][C:25]([C:24]2[C:23]3[C:18](=[CH:19][CH:20]=[C:21]([F:36])[CH:22]=3)[N:17]=[C:16]([C:37]3[CH:38]=[CH:39][CH:40]=[CH:41][CH:42]=3)[C:15]=2[CH2:14][N:11]2[CH2:12][CH2:13][NH:8][CH2:9][C:10]2=[O:43])=[O:35])[CH3:28])[CH2:34][CH2:33][CH2:32][CH2:31][CH2:30]1. The catalyst class is: 2.